The task is: Regression. Given two drug SMILES strings and cell line genomic features, predict the synergy score measuring deviation from expected non-interaction effect.. This data is from NCI-60 drug combinations with 297,098 pairs across 59 cell lines. Drug 1: CC1=C(N=C(N=C1N)C(CC(=O)N)NCC(C(=O)N)N)C(=O)NC(C(C2=CN=CN2)OC3C(C(C(C(O3)CO)O)O)OC4C(C(C(C(O4)CO)O)OC(=O)N)O)C(=O)NC(C)C(C(C)C(=O)NC(C(C)O)C(=O)NCCC5=NC(=CS5)C6=NC(=CS6)C(=O)NCCC[S+](C)C)O. Drug 2: C(CC(=O)O)C(=O)CN.Cl. Cell line: MDA-MB-435. Synergy scores: CSS=-4.13, Synergy_ZIP=1.40, Synergy_Bliss=-2.21, Synergy_Loewe=-5.92, Synergy_HSA=-5.96.